From a dataset of Forward reaction prediction with 1.9M reactions from USPTO patents (1976-2016). Predict the product of the given reaction. Given the reactants Cl[C:2]1[C:7]([C:8]([O:10][CH2:11][CH3:12])=[O:9])=[C:6]([CH2:13][CH3:14])[N:5]=[C:4]2[N:15]([CH2:18][CH3:19])[N:16]=[CH:17][C:3]=12.C(N(C(C)C)CC)(C)C.[O:29]1[CH2:34][CH2:33][CH:32]([NH2:35])[CH2:31][CH2:30]1.O, predict the reaction product. The product is: [CH2:18]([N:15]1[C:4]2=[N:5][C:6]([CH2:13][CH3:14])=[C:7]([C:8]([O:10][CH2:11][CH3:12])=[O:9])[C:2]([NH:35][CH:32]3[CH2:33][CH2:34][O:29][CH2:30][CH2:31]3)=[C:3]2[CH:17]=[N:16]1)[CH3:19].